Dataset: Experimentally validated miRNA-target interactions with 360,000+ pairs, plus equal number of negative samples. Task: Binary Classification. Given a miRNA mature sequence and a target amino acid sequence, predict their likelihood of interaction. (1) The miRNA is hsa-miR-3689e with sequence UGUGAUAUCAUGGUUCCUGGGA. The protein sequence of the target gene is MWKRWLALALALVAVAWVRAEEELRSKSKICANVFCGAGRECAVTEKGEPTCLCIEQCKPHKRPVCGSNGKTYLNHCELHRDACLTGSKIQVDYDGHCKEKKSVSPSASPVVCYQSNRDELRRRIIQWLEAEIIPDGWFSKGSNYSEILDKYFKNFDNGDSRLDSSEFLKFVEQNETAINITTYPDQENNKLLRGLCVDALIELSDENADWKLSFQEFLKCLNPSFNPPEKKCALEDETYADGAETEVDCNRCVCACGNWVCTAMTCDGKNQKGAQTQTEEEMTRYVQELQKHQETAEKT.... Result: 1 (interaction). (2) The miRNA is hsa-miR-377-3p with sequence AUCACACAAAGGCAACUUUUGU. The protein sequence of the target gene is MLASPATETTVLMSQTEADLALRPPPPLGTAGQPRLGPPPRRARRFSGKAEPRPRSSRLSRRSSVDLGLLSSWSLPASPAPDPPDPPDSAGPGPARSPPPSSKEPPEGTWTEGAPVKAAEDSARPELPDSAVGPGSREPLRVPEAVALERRREQEEKEDMETQAVATSPDGRYLKFDIEIGRGSFKTVYRGLDTDTTVEVAWCELQTRKLSRAERQRFSEEVEMLKGLQHPNIVRFYDSWKSVLRGQVCIVLVTELMTSGTLKTYLRRFREMKPRVLQRWSRQILRGLHFLHSRVPPILH.... Result: 0 (no interaction). (3) The miRNA is hsa-miR-5580-5p with sequence UGCUGGCUCAUUUCAUAUGUGU. The protein sequence of the target gene is MAVPARTCGASWPGPVRTARPWPGRGPRPCPDPRGPASGPARPLLLLLPPLLLLPLLTAPGASAYSFPQQHTMQHWARRLEQEIDGVMRIFGGVQQLREIYKDNRNLFEVQENEPQKLVEKVAGDIESLLDRKVQALKRLADAAENFQKAHRWQDNIKEEDIMYYDAKADAELDDPESEDMERGSKTSALRLDFIEDPNFKNKVNYSYTAVQIPTDIYKGSTVILNELNWTEALENVFIENRRQDPTLLWQVFGSATGVTRYYPATPWRAPKKIDLYDVRRRPWYIQGASSPKDMVIIVD.... Result: 0 (no interaction). (4) The protein sequence of the target gene is MSSDFPHYNFRMPNIGFQNLPLNIYIVVFGTAVFVFILSLLFCCYLIRLRHQAHKEFYAYKQVILKEKVKELNLHELCAVCLEDFKPRDELGICPCKHAFHRKCLVKWLEVRKVCPLCNMPVLQLAQLHSKQDRGPPQEPLPGAENIV. The miRNA is hsa-miR-523-3p with sequence GAACGCGCUUCCCUAUAGAGGGU. Result: 0 (no interaction). (5) The miRNA is hsa-miR-4728-5p with sequence UGGGAGGGGAGAGGCAGCAAGCA. The protein sequence of the target gene is MAFPKMRLMYICLLVLGALCLYFSMYSLNPFKEQSFVYKKDGNFLKLPDTDCRQTPPFLVLLVTSSHKQLAERMAIRQTWGKERMVKGKQLKTFFLLGTTSSAAETKEVDQESQRHGDIIQKDFLDVYYNLTLKTMMGIEWVHRFCPQAAFVMKTDSDMFINVDYLTELLLKKNRTTRFFTGFLKLNEFPIRQPFSKWFVSKSEYPWDRYPPFCSGTGYVFSGDVASQVYNVSKSVPYIKLEDVFVGLCLERLNIRLEELHSQPTFFPGGLRFSVCLFRRIVACHFIKPRTLLDYWQALE.... Result: 1 (interaction). (6) The miRNA is hsa-miR-663b with sequence GGUGGCCCGGCCGUGCCUGAGG. The protein sequence of the target gene is MPRDGTNEQRFLELPSPMSFILNILRNVLEYFGVPVDQDLLICQNKNCGSARSIVRIIGRRLPLKPCRRPHFELIPHVNSTESDDYELRVPSFADVLCVANDEEASCLRFRHSLWQKKEERKIAPFYPSKLTWDPSSPGLRQNKTETDDLPVNEAAIKKIAALEDELTFLRSQIAAIVAMQDLRESRETGFIDLSDEQVPPSSATTGLSVEPDHAPSVVLPPPPPPPPPPQFSLQPPSSLPMQPGSANTHDIDSLATEMERQLSGVKKTDDSHHSKSQRLRDVPNMLDVLKDVNKVRLRP.... Result: 0 (no interaction).